From a dataset of Full USPTO retrosynthesis dataset with 1.9M reactions from patents (1976-2016). Predict the reactants needed to synthesize the given product. (1) Given the product [CH:1]([C:3]1[CH:4]=[C:5]2[C:9](=[CH:10][CH:11]=1)[N:8]([CH2:13][C:14]1[CH:21]=[CH:20][C:17]([C:18]#[N:19])=[CH:16][CH:15]=1)[CH:7]=[CH:6]2)=[O:2], predict the reactants needed to synthesize it. The reactants are: [CH:1]([C:3]1[CH:4]=[C:5]2[C:9](=[CH:10][CH:11]=1)[NH:8][CH:7]=[CH:6]2)=[O:2].[BrH+][CH2:13][C:14]1[CH:21]=[CH:20][C:17]([C:18]#[N:19])=[CH:16][CH:15]=1.[OH-].[K+].CN(C)C=O. (2) Given the product [NH2:2][C:3]1[C:12]2[N:13]=[C:14]([CH2:41][CH2:42][O:43][CH3:44])[N:15]([CH2:16][CH2:17][CH2:18][N:19]([CH2:24][C:25]3[CH:26]=[C:27]([CH:38]=[CH:39][CH:40]=3)[O:28][C:29]3([C:33]([O:35][CH2:36][CH3:37])=[O:34])[CH2:32][CH2:31][CH2:30]3)[C:20](=[O:23])[CH2:21][N:47]([CH2:48][CH3:49])[CH2:45][CH3:46])[C:11]=2[C:10]2[CH:9]=[CH:8][CH:7]=[CH:6][C:5]=2[N:4]=1, predict the reactants needed to synthesize it. The reactants are: Cl.[NH2:2][C:3]1[C:12]2[N:13]=[C:14]([CH2:41][CH2:42][O:43][CH3:44])[N:15]([CH2:16][CH2:17][CH2:18][N:19]([CH2:24][C:25]3[CH:26]=[C:27]([CH:38]=[CH:39][CH:40]=3)[O:28][C:29]3([C:33]([O:35][CH2:36][CH3:37])=[O:34])[CH2:32][CH2:31][CH2:30]3)[C:20](=[O:23])[CH2:21]Cl)[C:11]=2[C:10]2[CH:9]=[CH:8][CH:7]=[CH:6][C:5]=2[N:4]=1.[CH2:45]([NH:47][CH2:48][CH3:49])[CH3:46]. (3) Given the product [CH3:16][O:17][C:18]1[C:23]([NH2:24])=[CH:22][C:21]([C:2]2[CH:11]=[C:10]3[C:5]([N:6]=[CH:7][C:8]4[N:9]3[C:12]([CH3:15])=[N:13][N:14]=4)=[CH:4][CH:3]=2)=[CH:20][N:19]=1, predict the reactants needed to synthesize it. The reactants are: Br[C:2]1[CH:11]=[C:10]2[C:5]([N:6]=[CH:7][C:8]3[N:9]2[C:12]([CH3:15])=[N:13][N:14]=3)=[CH:4][CH:3]=1.[CH3:16][O:17][C:18]1[C:23]([NH2:24])=[CH:22][C:21](B2OC(C)(C)C(C)(C)O2)=[CH:20][N:19]=1.C([O-])([O-])=O.[K+].[K+]. (4) Given the product [Cl:1][C:2]1[CH:3]=[CH:4][C:5]([O:25][CH2:33][CH2:34][CH3:35])=[C:6]([CH2:8][N:9]2[CH:13]=[CH:12][C:11]([C:14]([NH:16][C:17]3[C:18]([F:24])=[CH:19][CH:20]=[CH:21][C:22]=3[F:23])=[O:15])=[N:10]2)[CH:7]=1, predict the reactants needed to synthesize it. The reactants are: [Cl:1][C:2]1[CH:3]=[CH:4][C:5]([OH:25])=[C:6]([CH2:8][N:9]2[CH:13]=[CH:12][C:11]([C:14]([NH:16][C:17]3[C:22]([F:23])=[CH:21][CH:20]=[CH:19][C:18]=3[F:24])=[O:15])=[N:10]2)[CH:7]=1.C(=O)([O-])[O-].[K+].[K+].Br[CH2:33][CH2:34][CH3:35]. (5) Given the product [O:12]=[C:7]1[CH:8]=[CH:9][CH:10]=[CH:11][N:6]1[CH2:5][C:4]([NH:15][NH2:16])=[O:3], predict the reactants needed to synthesize it. The reactants are: C([O:3][C:4](=O)[CH2:5][N:6]1[CH:11]=[CH:10][CH:9]=[CH:8][C:7]1=[O:12])C.O.[NH2:15][NH2:16]. (6) Given the product [N:1]1([C:20]([C:19]2[CH:23]=[CH:24][CH:25]=[CH:26][C:18]=2[CH3:17])=[O:21])[C:9]2[C:4](=[CH:5][CH:6]=[CH:7][CH:8]=2)[CH2:3][CH2:2]1, predict the reactants needed to synthesize it. The reactants are: [NH:1]1[C:9]2[C:4](=[CH:5][CH:6]=[CH:7][CH:8]=2)[CH2:3][CH2:2]1.C(N(CC)CC)C.[CH3:17][C:18]1[CH:26]=[CH:25][CH:24]=[CH:23][C:19]=1[C:20](Cl)=[O:21].CCOC(C)=O. (7) Given the product [CH3:34][N:31]1[CH2:30][CH2:29][N:28]([C:4]2[CH:5]=[C:6]([N:8]3[CH:17]([CH3:18])[CH2:16][C:15]4[C:10](=[CH:11][C:12]([C:19]5[CH:24]=[N:23][C:22]([C:25]([N:35]6[CH2:39][CH2:38][CH2:37][CH2:36]6)=[O:26])=[CH:21][CH:20]=5)=[CH:13][CH:14]=4)[CH2:9]3)[N:7]=[C:2]([NH2:1])[N:3]=2)[CH2:33][CH2:32]1, predict the reactants needed to synthesize it. The reactants are: [NH2:1][C:2]1[N:7]=[C:6]([N:8]2[CH:17]([CH3:18])[CH2:16][C:15]3[C:10](=[CH:11][C:12]([C:19]4[CH:20]=[CH:21][C:22]([C:25](O)=[O:26])=[N:23][CH:24]=4)=[CH:13][CH:14]=3)[CH2:9]2)[CH:5]=[C:4]([N:28]2[CH2:33][CH2:32][N:31]([CH3:34])[CH2:30][CH2:29]2)[N:3]=1.[NH:35]1[CH2:39][CH2:38][CH2:37][CH2:36]1. (8) Given the product [C:29]([O:28][C:26]([N:8]([C:6]([O:5][C:1]([CH3:4])([CH3:3])[CH3:2])=[O:7])[C:9]1[O:17][C:16]2[C:11](=[N:12][CH:13]=[C:14]([CH:18]([CH3:19])[CH3:20])[CH:15]=2)[C:10]=1[C:21]([O:23][CH2:24][CH3:25])=[O:22])=[O:27])([CH3:30])([CH3:31])[CH3:32], predict the reactants needed to synthesize it. The reactants are: [C:1]([O:5][C:6]([N:8]([C:26]([O:28][C:29]([CH3:32])([CH3:31])[CH3:30])=[O:27])[C:9]1[O:17][C:16]2[C:11](=[N:12][CH:13]=[C:14]([C:18]([CH3:20])=[CH2:19])[CH:15]=2)[C:10]=1[C:21]([O:23][CH2:24][CH3:25])=[O:22])=[O:7])([CH3:4])([CH3:3])[CH3:2].